This data is from Full USPTO retrosynthesis dataset with 1.9M reactions from patents (1976-2016). The task is: Predict the reactants needed to synthesize the given product. (1) The reactants are: [C:1]([O:5][C:6]([N:8]1[CH2:13][CH2:12][N:11]([C:14]2[C:19]([NH2:20])=[N:18][CH:17]=[C:16](Br)[N:15]=2)[CH2:10][CH2:9]1)=[O:7])([CH3:4])([CH3:3])[CH3:2].[Cl:22][C:23]1[CH:24]=[C:25]([CH:28]=[CH:29][CH:30]=1)[CH2:26][OH:27]. Given the product [C:1]([O:5][C:6]([N:8]1[CH2:13][CH2:12][N:11]([C:14]2[C:19]([NH2:20])=[N:18][CH:17]=[C:16]([O:27][CH2:26][C:25]3[CH:28]=[CH:29][CH:30]=[C:23]([Cl:22])[CH:24]=3)[N:15]=2)[CH2:10][CH2:9]1)=[O:7])([CH3:4])([CH3:3])[CH3:2], predict the reactants needed to synthesize it. (2) The reactants are: C(OC([NH:8][CH2:9][C:10]([NH:12][CH2:13][CH2:14][C:15]([O:17][CH2:18][CH3:19])=[O:16])=[O:11])=O)(C)(C)C.[ClH:20].CO. Given the product [ClH:20].[NH2:8][CH2:9][C:10]([NH:12][CH2:13][CH2:14][C:15]([O:17][CH2:18][CH3:19])=[O:16])=[O:11], predict the reactants needed to synthesize it. (3) Given the product [O:1]=[C:2]1[CH2:3][CH2:4][N:5]([C:8]2[CH:9]=[CH:10][C:11]([C:12]([NH:23][CH2:22][C:21]([O:20][CH2:18][CH3:19])=[O:24])=[O:14])=[CH:15][CH:16]=2)[CH2:6][CH2:7]1, predict the reactants needed to synthesize it. The reactants are: [O:1]=[C:2]1[CH2:7][CH2:6][N:5]([C:8]2[CH:16]=[CH:15][C:11]([C:12]([OH:14])=O)=[CH:10][CH:9]=2)[CH2:4][CH2:3]1.Cl.[CH2:18]([O:20][C:21](=[O:24])[CH2:22][NH2:23])[CH3:19]. (4) Given the product [Br:37][C:34]1[CH:35]=[C:36]2[C:31](=[CH:32][CH:33]=1)[O:30][C:29]1([CH2:39][CH2:48][CH2:38]1)[CH2:28][C@@H:27]2[NH:26][CH2:25][C@@H:24]([OH:40])[C@@H:23]([NH:22][C:18]([C@@H:14]1[O:15][CH2:16][CH2:17][N:12]([C:10](=[O:11])[CH2:9][N:7]2[CH:8]=[C:4]([CH2:1][CH2:2][CH3:3])[N:5]=[N:6]2)[CH2:13]1)=[O:20])[CH2:41][C:42]1[CH:47]=[CH:46][CH:45]=[CH:44][CH:43]=1, predict the reactants needed to synthesize it. The reactants are: [CH2:1]([C:4]1[N:5]=[N:6][N:7]([CH2:9][C:10]([N:12]2[CH2:17][CH2:16][O:15][CH:14]([C:18]([OH:20])=O)[CH2:13]2)=[O:11])[CH:8]=1)[CH2:2][CH3:3].[Li].[NH2:22][C@@H:23]([CH2:41][C:42]1[CH:47]=[CH:46][CH:45]=[CH:44][CH:43]=1)[C@H:24]([OH:40])[CH2:25][NH:26][C@@H:27]1[C:36]2[C:31](=[CH:32][CH:33]=[C:34]([Br:37])[CH:35]=2)[O:30][C:29]([CH3:39])([CH3:38])[CH2:28]1.[CH3:48]N(C(ON1N=NC2C=CC=NC1=2)=[N+](C)C)C.F[P-](F)(F)(F)(F)F. (5) Given the product [CH3:21][C:11]1[C:10]([O:9][C:8]2[C:3]([C:26](=[O:29])[CH3:22])=[N:4][CH:5]=[CH:6][CH:7]=2)=[CH:19][C:18]2[C:13](=[C:14]([F:20])[CH:15]=[CH:16][CH:17]=2)[N:12]=1, predict the reactants needed to synthesize it. The reactants are: C([C:3]1[C:8]([O:9][C:10]2[C:11]([CH3:21])=[N:12][C:13]3[C:18]([CH:19]=2)=[CH:17][CH:16]=[CH:15][C:14]=3[F:20])=[CH:7][CH:6]=[CH:5][N:4]=1)#N.[CH3:22][Mg]Cl.Cl.[C:26](=[O:29])(O)[O-].[Na+]. (6) Given the product [ClH:33].[CH3:21][N:19]([CH3:20])[CH2:18][CH2:17][N:15]1[CH2:16][C:11]2[CH:10]=[C:9](/[CH:8]=[CH:7]/[C:6]([OH:25])=[O:5])[CH:24]=[N:23][C:12]=2[NH:13][C:14]1=[O:22], predict the reactants needed to synthesize it. The reactants are: C([O:5][C:6](=[O:25])/[CH:7]=[CH:8]/[C:9]1[CH:24]=[N:23][C:12]2[NH:13][C:14](=[O:22])[N:15]([CH2:17][CH2:18][N:19]([CH3:21])[CH3:20])[CH2:16][C:11]=2[CH:10]=1)(C)(C)C.C(O)(C(F)(F)F)=O.[ClH:33]. (7) Given the product [F:32][C:26]1[CH:27]=[CH:28][CH:29]=[C:30]([F:31])[C:25]=1[NH:24][C:22](=[O:23])[C:21]1[CH:33]=[C:17]([C:9]2[N:10]=[C:11]3[CH:16]=[CH:15][CH:14]=[CH:13][N:12]3[C:8]=2[C:6]2[CH:5]=[CH:4][N:3]=[C:2]([NH:41][C:40]3[CH:42]=[CH:43][C:44]([N:46]4[CH2:51][CH2:50][CH:49]([N:52]5[CH2:57][CH2:56][N:55]([S:58]([CH3:61])(=[O:60])=[O:59])[CH2:54][CH2:53]5)[CH2:48][CH2:47]4)=[CH:45][C:39]=3[O:38][CH2:36][CH3:37])[N:7]=2)[CH:18]=[CH:19][C:20]=1[O:34][CH3:35], predict the reactants needed to synthesize it. The reactants are: Cl[C:2]1[N:7]=[C:6]([C:8]2[N:12]3[CH:13]=[CH:14][CH:15]=[CH:16][C:11]3=[N:10][C:9]=2[C:17]2[CH:18]=[CH:19][C:20]([O:34][CH3:35])=[C:21]([CH:33]=2)[C:22]([NH:24][C:25]2[C:30]([F:31])=[CH:29][CH:28]=[CH:27][C:26]=2[F:32])=[O:23])[CH:5]=[CH:4][N:3]=1.[CH2:36]([O:38][C:39]1[CH:45]=[C:44]([N:46]2[CH2:51][CH2:50][CH:49]([N:52]3[CH2:57][CH2:56][N:55]([S:58]([CH3:61])(=[O:60])=[O:59])[CH2:54][CH2:53]3)[CH2:48][CH2:47]2)[CH:43]=[CH:42][C:40]=1[NH2:41])[CH3:37].C1(C)C=CC(S(O)(=O)=O)=CC=1. (8) Given the product [CH:29]1([C:27]2[CH:26]=[CH:25][N:24]=[C:23]([NH:1][C:2]3[CH:3]=[C:4]([C:9]4[S:13][C:12]([N:14]5[CH2:20][CH2:19][CH2:18][NH:17][C:16](=[O:21])[CH2:15]5)=[N:11][CH:10]=4)[CH:5]=[C:6]([CH3:8])[CH:7]=3)[N:28]=2)[CH2:31][CH2:30]1, predict the reactants needed to synthesize it. The reactants are: [NH2:1][C:2]1[CH:3]=[C:4]([C:9]2[S:13][C:12]([N:14]3[CH2:20][CH2:19][CH2:18][NH:17][C:16](=[O:21])[CH2:15]3)=[N:11][CH:10]=2)[CH:5]=[C:6]([CH3:8])[CH:7]=1.Cl[C:23]1[N:28]=[C:27]([CH:29]2[CH2:31][CH2:30]2)[CH:26]=[CH:25][N:24]=1.C(=O)([O-])[O-].[K+].[K+].CC(C1C=C(C(C)C)C(C2C=CC=CC=2P(C2CCCCC2)C2CCCCC2)=C(C(C)C)C=1)C.